This data is from Forward reaction prediction with 1.9M reactions from USPTO patents (1976-2016). The task is: Predict the product of the given reaction. Given the reactants Br.Br[CH2:3][C:4]([C:6]1[CH:11]=[CH:10][N:9]=[CH:8][CH:7]=1)=O.[CH3:12][C:13]1[CH:18]=[CH:17][CH:16]=[CH:15][C:14]=1[NH:19][C:20]([NH2:22])=[S:21].N, predict the reaction product. The product is: [CH3:12][C:13]1[CH:18]=[CH:17][CH:16]=[CH:15][C:14]=1[NH:19][C:20]1[S:21][CH:3]=[C:4]([C:6]2[CH:11]=[CH:10][N:9]=[CH:8][CH:7]=2)[N:22]=1.